This data is from Full USPTO retrosynthesis dataset with 1.9M reactions from patents (1976-2016). The task is: Predict the reactants needed to synthesize the given product. (1) Given the product [I:1][C:2]1[CH:3]=[CH:4][C:5]2[N:6]([CH:8]=[C:9]([NH:11][C:18]([CH:15]3[CH2:16][CH2:17][O:12][CH2:13][CH2:14]3)=[O:19])[N:10]=2)[N:7]=1, predict the reactants needed to synthesize it. The reactants are: [I:1][C:2]1[CH:3]=[CH:4][C:5]2[N:6]([CH:8]=[C:9]([NH2:11])[N:10]=2)[N:7]=1.[O:12]1[CH2:17][CH2:16][CH:15]([C:18](Cl)=[O:19])[CH2:14][CH2:13]1.CN(C)C(=O)C. (2) Given the product [NH2:7][C:8]1[CH:9]=[N:10][CH:11]=[CH:12][C:13]=1[C:14]1[C:15]2[O:24][C:23]([CH2:25][N:26]3[CH2:27][CH2:28][N:29]([S:32]([CH3:35])(=[O:34])=[O:33])[CH2:30][CH2:31]3)=[CH:22][C:16]=2[C:17](=[O:21])[N:18]([CH3:20])[CH:19]=1, predict the reactants needed to synthesize it. The reactants are: C(OC(=O)[NH:7][C:8]1[CH:9]=[N:10][CH:11]=[CH:12][C:13]=1[C:14]1[C:15]2[O:24][C:23]([CH2:25][N:26]3[CH2:31][CH2:30][N:29]([S:32]([CH3:35])(=[O:34])=[O:33])[CH2:28][CH2:27]3)=[CH:22][C:16]=2[C:17](=[O:21])[N:18]([CH3:20])[CH:19]=1)(C)(C)C.C(O)(C(F)(F)F)=O.